Dataset: Reaction yield outcomes from USPTO patents with 853,638 reactions. Task: Predict the reaction yield, written as a fraction of the theoretical maximum amount of product (1.0 means a 100% yield; for example, 0.34 means a 34% yield). (1) The reactants are [CH3:1][C:2]1[CH:3]=[C:4]2[C:8](=[CH:9][CH:10]=1)[NH:7][C:6](=[O:11])[CH2:5]2.[CH3:12][C:13]1[C:21]2[C:16](=[CH:17][CH:18]=[CH:19][CH:20]=2)[NH:15][C:14]=1[CH:22]=O.N1CCCCC1. The catalyst is C(O)C. The product is [CH3:1][C:2]1[CH:3]=[C:4]2[C:8](=[CH:9][CH:10]=1)[NH:7][C:6](=[O:11])[C:5]2=[CH:22][C:14]1[NH:15][C:16]2[C:21]([C:13]=1[CH3:12])=[CH:20][CH:19]=[CH:18][CH:17]=2. The yield is 0.740. (2) The reactants are [OH:1][C:2]1[CH:11]=[CH:10][C:5]2[C:6](=[O:9])[CH2:7][O:8][C:4]=2[C:3]=1[CH2:12][N:13]1[CH2:18][CH2:17][O:16][CH2:15][CH2:14]1.CO.[C:21]1(P(C2C=CC=CC=2)C2C=CC=CC=2)C=CC=CC=1.N(C(OCC)=O)=NC(OCC)=O.C1(C)C=CC=CC=1. The catalyst is C1COCC1. The product is [CH3:21][O:1][C:2]1[CH:11]=[CH:10][C:5]2[C:6](=[O:9])[CH2:7][O:8][C:4]=2[C:3]=1[CH2:12][N:13]1[CH2:18][CH2:17][O:16][CH2:15][CH2:14]1. The yield is 0.820. (3) The product is [CH2:10]([C@H:17]1[CH2:21][N:20]([C:7]([CH:3]2[CH2:4][CH2:5][CH2:6][O:2]2)=[O:9])[C@H:19]([C:22]([NH:24][C:25]2[CH:30]=[CH:29][C:28]([O:31][C:32]3[CH:33]=[CH:34][C:35]([F:38])=[CH:36][CH:37]=3)=[CH:27][CH:26]=2)=[O:23])[CH2:18]1)[C:11]1[CH:12]=[CH:13][CH:14]=[CH:15][CH:16]=1. The yield is 0.334. The reactants are Cl.[O:2]1[CH2:6][CH2:5][CH2:4][CH:3]1[C:7]([OH:9])=O.[CH2:10]([C@H:17]1[CH2:21][NH:20][C@H:19]([C:22]([NH:24][C:25]2[CH:30]=[CH:29][C:28]([O:31][C:32]3[CH:37]=[CH:36][C:35]([F:38])=[CH:34][CH:33]=3)=[CH:27][CH:26]=2)=[O:23])[CH2:18]1)[C:11]1[CH:16]=[CH:15][CH:14]=[CH:13][CH:12]=1. No catalyst specified. (4) The reactants are [CH2:1]([O:3][C:4]([C:6]1[C:15](=[O:16])[N:14]2[C:9]([C:10]([CH3:18])=[C:11](Cl)[CH:12]=[CH:13]2)=[C:8]([CH:19]2[CH2:21][CH2:20]2)[CH:7]=1)=[O:5])[CH3:2].[CH3:22][C:23]1[CH:28]=[CH:27][C:26](B(O)O)=[CH:25][CH:24]=1.C([O-])([O-])=O.[Na+].[Na+]. The catalyst is C1COCC1.Cl[Pd](Cl)([P](C1C=CC=CC=1)(C1C=CC=CC=1)C1C=CC=CC=1)[P](C1C=CC=CC=1)(C1C=CC=CC=1)C1C=CC=CC=1. The product is [CH:19]1([C:8]2[CH:7]=[C:6]([C:4]([O:3][CH2:1][CH3:2])=[O:5])[C:15](=[O:16])[N:14]3[C:9]=2[C:10]([CH3:18])=[C:11]([C:26]2[CH:27]=[CH:28][C:23]([CH3:22])=[CH:24][CH:25]=2)[CH:12]=[CH:13]3)[CH2:21][CH2:20]1. The yield is 0.620. (5) The reactants are [Cl:1][C:2]1[C:3]([O:12][C:13]2[CH:18]=[C:17]([O:19][CH2:20][C:21]([N:23]([CH2:26][CH3:27])[CH2:24][CH3:25])=[O:22])[CH:16]=[CH:15][C:14]=2[CH2:28][CH2:29][C:30](O)=[O:31])=[N:4][CH:5]=[C:6]([C:8]([F:11])([F:10])[F:9])[CH:7]=1.[CH2:33]([S:38]([NH2:41])(=[O:40])=[O:39])[CH2:34][CH2:35][CH2:36][CH3:37].N12CCCN=C1CCCCC2.Cl. The catalyst is O1CCCC1.C(OCC)(=O)C. The product is [Cl:1][C:2]1[C:3]([O:12][C:13]2[CH:18]=[C:17]([O:19][CH2:20][C:21]([N:23]([CH2:24][CH3:25])[CH2:26][CH3:27])=[O:22])[CH:16]=[CH:15][C:14]=2[CH2:28][CH2:29][C:30]([NH:41][S:38]([CH2:33][CH2:34][CH2:35][CH2:36][CH3:37])(=[O:40])=[O:39])=[O:31])=[N:4][CH:5]=[C:6]([C:8]([F:11])([F:10])[F:9])[CH:7]=1. The yield is 0.690. (6) The reactants are [NH:1]1[CH2:9][CH2:8][CH2:7][CH:3]([C:4]([NH2:6])=[O:5])[CH2:2]1.[C:10](O[C:10]([O:12][C:13]([CH3:16])([CH3:15])[CH3:14])=[O:11])([O:12][C:13]([CH3:16])([CH3:15])[CH3:14])=[O:11].[OH-].[Na+]. The catalyst is C1COCC1. The product is [C:13]([O:12][C:10]([N:1]1[CH2:9][CH2:8][CH2:7][C@@H:3]([C:4]([NH2:6])=[O:5])[CH2:2]1)=[O:11])([CH3:16])([CH3:15])[CH3:14]. The yield is 0.930. (7) The reactants are [Br:1][C:2]1[C:3]([OH:16])=[C:4]2[C:9](=[CH:10][CH:11]=1)[N:8](C(=O)C)[C@@H:7]([CH3:15])[CH2:6][CH2:5]2.[CH2:17]([N:20]1[C:24]2[CH:25]=[CH:26][CH:27]=[CH:28][C:23]=2[N:22]=[C:21]1Br)[CH:18]=[CH2:19].C(=O)([O-])[O-].[K+].[K+]. The catalyst is CN(C)C(=O)C. The product is [CH2:17]([N:20]1[C:24]2[CH:25]=[CH:26][CH:27]=[CH:28][C:23]=2[N:22]=[C:21]1[O:16][C:3]1[C:2]([Br:1])=[CH:11][CH:10]=[C:9]2[C:4]=1[CH2:5][CH2:6][C@H:7]([CH3:15])[NH:8]2)[CH:18]=[CH2:19]. The yield is 0.410. (8) The catalyst is O1CCOCC1.Cl[Pd]Cl. The product is [NH2:1][C:2]1[N:3]=[CH:4][C:5]([C:20]2[CH:30]=[CH:29][C:23]([C:24]([N:26]([CH3:28])[CH3:27])=[O:25])=[CH:22][CH:21]=2)=[N:6][C:7]=1[C:8]1[O:9][C:10]([C:13]2[CH:18]=[CH:17][CH:16]=[CH:15][C:14]=2[C:33]2[CH:34]=[CH:35][S:31][CH:32]=2)=[N:11][N:12]=1. The yield is 0.170. The reactants are [NH2:1][C:2]1[N:3]=[CH:4][C:5]([C:20]2[CH:30]=[CH:29][C:23]([C:24]([N:26]([CH3:28])[CH3:27])=[O:25])=[CH:22][CH:21]=2)=[N:6][C:7]=1[C:8]1[O:9][C:10]([C:13]2[CH:18]=[CH:17][CH:16]=[CH:15][C:14]=2Br)=[N:11][N:12]=1.[S:31]1[CH:35]=[CH:34][C:33](B(O)O)=[CH:32]1.C(=O)([O-])[O-].[Cs+].[Cs+].C1(P(C2C=CC=CC=2)C2C=CC=CC=2)C=CC=CC=1. (9) The reactants are C[O:2][C:3](=O)[CH2:4][C:5]1[CH:10]=[C:9]([O:11][CH2:12][C:13]2[CH:18]=[CH:17][C:16]([F:19])=[CH:15][CH:14]=2)[CH:8]=[CH:7][C:6]=1[I:20].[H-].C([Al+2])C(C)C.[H-].[NH4+].[Cl-]. The catalyst is ClCCl. The product is [F:19][C:16]1[CH:15]=[CH:14][C:13]([CH2:12][O:11][C:9]2[CH:8]=[CH:7][C:6]([I:20])=[C:5]([CH2:4][CH:3]=[O:2])[CH:10]=2)=[CH:18][CH:17]=1. The yield is 1.00.